From a dataset of Forward reaction prediction with 1.9M reactions from USPTO patents (1976-2016). Predict the product of the given reaction. The product is: [OH:27][C@H:22]1[CH2:23][CH2:24][CH2:25][CH2:26][C@@H:21]1[NH:20][C:18]([C:11]1[C:12]2=[N:13][CH:14]=[CH:15][CH:16]=[C:17]2[N:9]([CH2:8][C:5]2[CH:6]=[N:7][C:2]([C:32]3[CH:31]=[N:30][N:29]([CH3:28])[CH:33]=3)=[CH:3][CH:4]=2)[CH:10]=1)=[O:19]. Given the reactants Cl[C:2]1[N:7]=[CH:6][C:5]([CH2:8][N:9]2[C:17]3[C:12](=[N:13][CH:14]=[CH:15][CH:16]=3)[C:11]([C:18]([NH:20][C@H:21]3[CH2:26][CH2:25][CH2:24][CH2:23][C@@H:22]3[OH:27])=[O:19])=[CH:10]2)=[CH:4][CH:3]=1.[CH3:28][N:29]1[CH:33]=[C:32](B2OC(C)(C)C(C)(C)O2)[CH:31]=[N:30]1, predict the reaction product.